Dataset: Catalyst prediction with 721,799 reactions and 888 catalyst types from USPTO. Task: Predict which catalyst facilitates the given reaction. (1) Reactant: [Cl:1][C:2]1[CH:7]=[CH:6][CH:5]=[CH:4][C:3]=1[C:8]1[CH:9]=[C:10]([NH:13][C:14](=[NH:16])[CH3:15])[NH:11][N:12]=1.[C:17](N1C=CN=C1)(N1C=CN=C1)=[O:18].Cl. Product: [Cl:1][C:2]1[CH:7]=[CH:6][CH:5]=[CH:4][C:3]=1[C:8]1[CH:9]=[C:10]2[N:13]=[C:14]([CH3:15])[NH:16][C:17](=[O:18])[N:11]2[N:12]=1. The catalyst class is: 16. (2) Reactant: [Si:1]([O:8][C@@H:9]1[C:17]2[C:12](=[C:13]([C:18]3[S:22][C:21]([C:23]4[CH:24]=[CH:25][C:26](F)=[C:27]([CH:30]=4)[C:28]#[N:29])=[N:20][N:19]=3)[CH:14]=[CH:15][CH:16]=2)[CH2:11][CH2:10]1)([C:4]([CH3:7])([CH3:6])[CH3:5])([CH3:3])[CH3:2].[CH3:32][CH:33]([CH3:35])[O-:34].[Na+]. Product: [Si:1]([O:8][C@@H:9]1[C:17]2[C:12](=[C:13]([C:18]3[S:22][C:21]([C:23]4[CH:24]=[CH:25][C:26]([O:34][CH:33]([CH3:35])[CH3:32])=[C:27]([CH:30]=4)[C:28]#[N:29])=[N:20][N:19]=3)[CH:14]=[CH:15][CH:16]=2)[CH2:11][CH2:10]1)([C:4]([CH3:7])([CH3:6])[CH3:5])([CH3:3])[CH3:2]. The catalyst class is: 41. (3) Reactant: [F:1][C:2]1[CH:25]=[C:24]([N+:26]([O-:28])=[O:27])[CH:23]=[CH:22][C:3]=1[O:4][C:5]1[CH:10]=[CH:9][N:8]=[C:7]2[CH:11]=[C:12]([C:14]3[N:15]([CH3:21])[C:16]([CH:19]=O)=[CH:17][N:18]=3)[S:13][C:6]=12.[CH3:29][O:30][CH2:31][CH2:32][NH2:33].C(O)(=O)C.C(O[BH-](OC(=O)C)OC(=O)C)(=O)C.[Na+]. The catalyst class is: 2. Product: [F:1][C:2]1[CH:25]=[C:24]([N+:26]([O-:28])=[O:27])[CH:23]=[CH:22][C:3]=1[O:4][C:5]1[CH:10]=[CH:9][N:8]=[C:7]2[CH:11]=[C:12]([C:14]3[N:15]([CH3:21])[C:16]([CH2:19][NH:33][CH2:32][CH2:31][O:30][CH3:29])=[CH:17][N:18]=3)[S:13][C:6]=12. (4) Reactant: [NH:1]1[CH2:6][CH2:5][O:4][CH2:3][CH2:2]1.[N+:7]([C:10]1[CH:11]=[C:12]([CH:15]=[CH:16][CH:17]=1)[CH2:13]Cl)([O-:9])=[O:8].C(OCC)C. Product: [N+:7]([C:10]1[CH:11]=[C:12]([CH:15]=[CH:16][CH:17]=1)[CH2:13][N:1]1[CH2:6][CH2:5][O:4][CH2:3][CH2:2]1)([O-:9])=[O:8]. The catalyst class is: 11. (5) The catalyst class is: 63. Reactant: [H][H].[C:3]([O:11][CH2:12][CH2:13][CH2:14][C:15]([CH3:28])([CH3:27])[CH2:16][O:17][S:18]([CH2:21][CH2:22][CH2:23][N:24]=[N+]=[N-])(=[O:20])=[O:19])(=[O:10])[C:4]1[CH:9]=[CH:8][CH:7]=[CH:6][CH:5]=1.C(O)(=O)C. Product: [C:3]([OH:11])(=[O:10])[CH3:4].[C:3]([O:11][CH2:12][CH2:13][CH2:14][C:15]([CH3:28])([CH3:27])[CH2:16][O:17][S:18]([CH2:21][CH2:22][CH2:23][NH2:24])(=[O:20])=[O:19])(=[O:10])[C:4]1[CH:5]=[CH:6][CH:7]=[CH:8][CH:9]=1.